Dataset: Forward reaction prediction with 1.9M reactions from USPTO patents (1976-2016). Task: Predict the product of the given reaction. (1) Given the reactants Br[CH2:2][CH2:3][O:4][C:5]1[CH:10]=[CH:9][CH:8]=[CH:7][CH:6]=1.[NH:11]1[C:20]2[CH:19]=[CH:18][CH:17]=[C:16]([C:21]([O:23][CH2:24][CH3:25])=[O:22])[C:15]=2[CH2:14][CH2:13][CH2:12]1.C(N(C(C)C)CC)(C)C.[I-].[K+], predict the reaction product. The product is: [O:4]([CH2:3][CH2:2][N:11]1[C:20]2[CH:19]=[CH:18][CH:17]=[C:16]([C:21]([O:23][CH2:24][CH3:25])=[O:22])[C:15]=2[CH2:14][CH2:13][CH2:12]1)[C:5]1[CH:10]=[CH:9][CH:8]=[CH:7][CH:6]=1. (2) Given the reactants [CH2:1]([O:3][C:4]([C:6]1[O:10][C:9](Cl)=[N:8][CH:7]=1)=[O:5])[CH3:2].[F:12][C:13]1[CH:18]=[C:17]([S:19]([CH3:22])(=[O:21])=[O:20])[CH:16]=[CH:15][C:14]=1B(O)O, predict the reaction product. The product is: [CH2:1]([O:3][C:4]([C:6]1[O:10][C:9]([C:14]2[CH:15]=[CH:16][C:17]([S:19]([CH3:22])(=[O:21])=[O:20])=[CH:18][C:13]=2[F:12])=[N:8][CH:7]=1)=[O:5])[CH3:2]. (3) Given the reactants [N:1]1([C:6]2[CH:13]=[CH:12][C:9]([CH:10]=O)=[CH:8][CH:7]=2)[CH:5]=[CH:4][N:3]=[N:2]1.N1(C2C=C[C:22]([CH:23]=[O:24])=CC=2)C=CC=N1, predict the reaction product. The product is: [N:1]1([C:6]2[CH:13]=[CH:12][C:9](/[CH:10]=[CH:22]/[CH:23]=[O:24])=[CH:8][CH:7]=2)[CH:5]=[CH:4][N:3]=[N:2]1.